From a dataset of Full USPTO retrosynthesis dataset with 1.9M reactions from patents (1976-2016). Predict the reactants needed to synthesize the given product. (1) Given the product [CH2:13]([CH:15]([CH2:18][CH3:19])[CH2:16][O:17][C:6]([N:43]1[CH2:44][CH2:45][CH:40]([O:39][C:38]2[N:37]=[CH:36][N:35]=[C:34]3[N:30]([C:27]4[CH:28]=[CH:29][C:24]([S:21]([CH3:20])(=[O:22])=[O:23])=[CH:25][CH:26]=4)[N:31]=[CH:32][C:33]=23)[CH2:41][CH2:42]1)=[O:7])[CH3:14], predict the reactants needed to synthesize it. The reactants are: N1([C:6](N2C=CN=C2)=[O:7])C=CN=C1.[CH2:13]([CH:15]([CH2:18][CH3:19])[CH2:16][OH:17])[CH3:14].[CH3:20][S:21]([C:24]1[CH:29]=[CH:28][C:27]([N:30]2[C:34]3=[N:35][CH:36]=[N:37][C:38]([O:39][CH:40]4[CH2:45][CH2:44][NH:43][CH2:42][CH2:41]4)=[C:33]3[CH:32]=[N:31]2)=[CH:26][CH:25]=1)(=[O:23])=[O:22].C(N(CC)CC)C. (2) Given the product [CH2:1]([S:8]([NH:11][C:12]([CH:14]1[CH2:19][CH2:18][N:17]([C:20]2[C:25]([Cl:26])=[CH:24][C:23]([C:27](=[O:31])[CH2:28][CH2:29][CH3:30])=[C:22]([CH2:32][N:33]3[CH2:37][CH2:39][CH2:36][CH2:35][C:34]3=[O:38])[N:21]=2)[CH2:16][CH2:15]1)=[O:13])(=[O:10])=[O:9])[C:2]1[CH:3]=[CH:4][CH:5]=[CH:6][CH:7]=1, predict the reactants needed to synthesize it. The reactants are: [CH2:1]([S:8]([NH:11][C:12]([CH:14]1[CH2:19][CH2:18][N:17]([C:20]2[C:25]([Cl:26])=[CH:24][C:23]([C:27](=[O:31])[CH2:28][CH2:29][CH3:30])=[C:22]([CH2:32][N:33]3[CH2:37][CH2:36][CH2:35][C:34]3=[O:38])[N:21]=2)[CH2:16][CH2:15]1)=[O:13])(=[O:10])=[O:9])[C:2]1[CH:7]=[CH:6][CH:5]=[CH:4][CH:3]=1.[CH3:39]OC1CCCCN=1. (3) The reactants are: [CH2:1]=[C:2]([C:4]1[N:8]2[CH:9]=[CH:10][CH:11]=[CH:12][C:7]2=[C:6]([C:13]([O:15][CH2:16][CH3:17])=[O:14])[N:5]=1)[CH3:3]. Given the product [CH:2]([C:4]1[N:8]2[CH2:9][CH2:10][CH2:11][CH2:12][C:7]2=[C:6]([C:13]([O:15][CH2:16][CH3:17])=[O:14])[N:5]=1)([CH3:3])[CH3:1], predict the reactants needed to synthesize it. (4) Given the product [F:1][C:2]1[C:10]2[CH2:9][CH2:8][CH2:7][CH2:6][C:5]=2[N:4]2[CH2:11][CH2:12][N:13]([C:16]3[C:17]([CH2:18][OH:19])=[C:20]([C:24]4[CH:29]=[C:28]([NH:30][C:31]5[CH:36]=[CH:35][N:34]=[CH:33][N:32]=5)[C:27](=[O:37])[N:26]([CH3:38])[N:25]=4)[CH:21]=[CH:22][N:23]=3)[C:14](=[O:15])[C:3]=12, predict the reactants needed to synthesize it. The reactants are: [F:1][C:2]1[C:10]2[CH2:9][CH2:8][CH2:7][CH2:6][C:5]=2[N:4]2[CH2:11][CH2:12][N:13]([C:16]3[N:23]=[CH:22][CH:21]=[C:20]([C:24]4[CH:29]=[C:28]([NH:30][C:31]5[CH:36]=[CH:35][N:34]=[CH:33][N:32]=5)[C:27](=[O:37])[N:26]([CH3:38])[N:25]=4)[C:17]=3[CH:18]=[O:19])[C:14](=[O:15])[C:3]=12.[BH4-].[Na+].CO.